Task: Predict the reaction yield, written as a fraction of the theoretical maximum amount of product (1.0 means a 100% yield; for example, 0.34 means a 34% yield).. Dataset: Reaction yield outcomes from USPTO patents with 853,638 reactions (1) The reactants are [C:1]1([NH:7][C:8]2[CH:16]=[CH:15][CH:14]=[C:10]([C:11]([OH:13])=O)[C:9]=2[C:17]([OH:19])=O)[CH:6]=[CH:5][CH:4]=[CH:3][CH:2]=1.Cl.[NH2:21][CH:22]1[CH2:28][CH2:27][C:26](=[O:29])[NH:25][C:23]1=[O:24]. The catalyst is N1C=CC=CC=1. The product is [O:24]=[C:23]1[CH:22]([N:21]2[C:17](=[O:19])[C:9]3[C:10](=[CH:14][CH:15]=[CH:16][C:8]=3[NH:7][C:1]3[CH:2]=[CH:3][CH:4]=[CH:5][CH:6]=3)[C:11]2=[O:13])[CH2:28][CH2:27][C:26](=[O:29])[NH:25]1. The yield is 0.830. (2) The reactants are [Cl:1][C:2]1[CH:3]=[C:4](B(O)O)[CH:5]=[CH:6][CH:7]=1.Br[C:12]1[CH:13]=[CH:14][C:15]2[O:26][C:25]3([CH2:31][CH2:30][CH:29]([O:32][CH3:33])[CH2:28][CH2:27]3)[C:18]3([N:22]=[C:21]([NH2:23])[C:20]([CH3:24])=[N:19]3)[C:16]=2[CH:17]=1.C([O-])([O-])=O.[K+].[K+]. The catalyst is O1CCOCC1.Cl[Pd-]Cl.C1(P(C2C=CC=CC=2)[C-]2C=CC=C2)C=CC=CC=1.[C-]1(P(C2C=CC=CC=2)C2C=CC=CC=2)C=CC=C1.[Fe+2]. The product is [Cl:1][C:2]1[CH:3]=[C:4]([C:12]2[CH:13]=[CH:14][C:15]3[O:26][C:25]4([CH2:27][CH2:28][CH:29]([O:32][CH3:33])[CH2:30][CH2:31]4)[C:18]4([N:22]=[C:21]([NH2:23])[C:20]([CH3:24])=[N:19]4)[C:16]=3[CH:17]=2)[CH:5]=[CH:6][CH:7]=1. The yield is 0.410. (3) The reactants are [CH2:1]([N:8]1[C:16]2[C:11](=[CH:12][CH:13]=[CH:14][CH:15]=2)[C:10]([C:17]([NH:19][CH2:20][C:21]([C:23]2[CH:32]=[CH:31][C:30]3[C:25](=[CH:26][CH:27]=[C:28]([O:33][CH3:34])[CH:29]=3)[CH:24]=2)=[O:22])=O)=[CH:9]1)[C:2]1[CH:7]=[CH:6][CH:5]=[CH:4][CH:3]=1.C(N1C2C(=CC=CC=2)C(C2OC(C3C=CC4C(=CC=C(OC)C=4)C=3)=CN=2)=C1)C1C=CC=CC=1. The catalyst is O=P(Cl)(Cl)Cl. The product is [CH2:1]([N:8]1[C:16]2[C:11](=[CH:12][CH:13]=[CH:14][CH:15]=2)[C:10]([C:17]2[O:22][C:21]([C:23]3[CH:32]=[CH:31][C:30]4[C:25](=[CH:26][CH:27]=[C:28]([O:33][CH3:34])[CH:29]=4)[CH:24]=3)=[CH:20][N:19]=2)=[CH:9]1)[C:2]1[CH:3]=[CH:4][CH:5]=[CH:6][CH:7]=1. The yield is 0.750. (4) The reactants are [CH2:1]([O:8][C:9]([N:11]([CH:25]1[CH2:27][CH2:26]1)[C@H:12]1[CH2:17][CH2:16][CH2:15][N:14](C(OC(C)(C)C)=O)[CH2:13]1)=[O:10])[C:2]1[CH:7]=[CH:6][CH:5]=[CH:4][CH:3]=1.C(O)(C(F)(F)F)=O. The catalyst is C(Cl)Cl. The product is [CH:25]1([N:11]([C@H:12]2[CH2:17][CH2:16][CH2:15][NH:14][CH2:13]2)[C:9](=[O:10])[O:8][CH2:1][C:2]2[CH:7]=[CH:6][CH:5]=[CH:4][CH:3]=2)[CH2:27][CH2:26]1. The yield is 0.960. (5) The reactants are [CH:1]1([O:6][C:7]2[CH:8]=[C:9]([CH:15]([N:20]3[C:24](=[O:25])[C:23]4=[CH:26][CH:27]=[CH:28][CH:29]=[C:22]4[C:21]3=[O:30])[CH2:16][C:17](O)=[O:18])[CH:10]=[CH:11][C:12]=2[O:13][CH3:14])[CH2:5][CH2:4][CH2:3][CH2:2]1.Cl.[NH2:32][OH:33]. The catalyst is O1CCCC1. The product is [CH:1]1([O:6][C:7]2[CH:8]=[C:9]([CH:15]([N:20]3[C:24](=[O:25])[C:23]4=[CH:26][CH:27]=[CH:28][CH:29]=[C:22]4[C:21]3=[O:30])[CH2:16][C:17]([NH:32][OH:33])=[O:18])[CH:10]=[CH:11][C:12]=2[O:13][CH3:14])[CH2:5][CH2:4][CH2:3][CH2:2]1. The yield is 0.930. (6) The reactants are [NH2:1][CH2:2][CH2:3][NH:4][C:5](=[O:14])[O:6][CH2:7][C:8]1[CH:13]=[CH:12][CH:11]=[CH:10][CH:9]=1.N1C=CN=C1.[C:20](O)(=[O:28])[C:21]1[C:22](=[CH:24][CH:25]=[CH:26][CH:27]=1)[OH:23].C1CCC(N=C=NC2CCCCC2)CC1. The catalyst is C(OCC)(=O)C. The product is [OH:23][C:22]1[CH:24]=[CH:25][CH:26]=[CH:27][C:21]=1[C:20]([NH:1][CH2:2][CH2:3][NH:4][C:5](=[O:14])[O:6][CH2:7][C:8]1[CH:9]=[CH:10][CH:11]=[CH:12][CH:13]=1)=[O:28]. The yield is 0.660.